From a dataset of Forward reaction prediction with 1.9M reactions from USPTO patents (1976-2016). Predict the product of the given reaction. Given the reactants [Br:1][C:2]1[O:6][C:5]([CH2:7]O)=[CH:4][CH:3]=1.[C:9]1([P:15]([C:22]2[CH:27]=[CH:26][CH:25]=[CH:24][CH:23]=2)[C:16]2[CH:21]=[CH:20][CH:19]=[CH:18][CH:17]=2)[CH:14]=[CH:13][CH:12]=[CH:11][CH:10]=1.C(Cl)(Cl)(Cl)[Cl:29], predict the reaction product. The product is: [Br:1][C:2]1[O:6][C:5]([CH2:7][Cl:29])=[CH:4][CH:3]=1.[C:22]1([P:15]([C:9]2[CH:10]=[CH:11][CH:12]=[CH:13][CH:14]=2)[C:16]2[CH:21]=[CH:20][CH:19]=[CH:18][CH:17]=2)[CH:23]=[CH:24][CH:25]=[CH:26][CH:27]=1.